This data is from Forward reaction prediction with 1.9M reactions from USPTO patents (1976-2016). The task is: Predict the product of the given reaction. (1) Given the reactants [CH3:1][C:2]1[CH:10]=[CH:9][CH:8]=[CH:7][C:3]=1[C:4]([OH:6])=[O:5].Cl[S:12]([OH:15])(=O)=[O:13].[NH3:16].Cl, predict the reaction product. The product is: [CH3:1][C:2]1[CH:10]=[C:9]([S:12](=[O:15])(=[O:13])[NH2:16])[CH:8]=[CH:7][C:3]=1[C:4]([OH:6])=[O:5]. (2) Given the reactants [Cl:1][C:2]1[CH:3]=[CH:4][C:5]([S:10][CH2:11][CH3:12])=[C:6]([NH:8][NH2:9])[CH:7]=1.[Br:13][C:14]1[C:22]([CH3:23])=[CH:21][C:17]([C:18](O)=[O:19])=[C:16]([N+:24]([O-:26])=[O:25])[CH:15]=1, predict the reaction product. The product is: [Br:13][C:14]1[C:22]([CH3:23])=[CH:21][C:17]([C:18]([NH:9][NH:8][C:6]2[CH:7]=[C:2]([Cl:1])[CH:3]=[CH:4][C:5]=2[S:10][CH2:11][CH3:12])=[O:19])=[C:16]([N+:24]([O-:26])=[O:25])[CH:15]=1. (3) Given the reactants [CH3:1][C:2]1([CH3:21])[CH2:7][O:6][C:5]([CH2:15][S:16][CH2:17][C:18](O)=[O:19])([C:8]2[CH:13]=[CH:12][C:11]([CH3:14])=[CH:10][CH:9]=2)[O:4][CH2:3]1.C1(N=C=NC2CCCCC2)CCCCC1.[C:37]1([C@H:43]2[CH2:47][O:46][C:45](=[O:48])[NH:44]2)[CH:42]=[CH:41][CH:40]=[CH:39][CH:38]=1, predict the reaction product. The product is: [CH3:1][C:2]1([CH3:21])[CH2:7][O:6][C:5]([CH2:15][S:16][CH2:17][C:18]([N:44]2[C@@H:43]([C:37]3[CH:38]=[CH:39][CH:40]=[CH:41][CH:42]=3)[CH2:47][O:46][C:45]2=[O:48])=[O:19])([C:8]2[CH:13]=[CH:12][C:11]([CH3:14])=[CH:10][CH:9]=2)[O:4][CH2:3]1.